This data is from Catalyst prediction with 721,799 reactions and 888 catalyst types from USPTO. The task is: Predict which catalyst facilitates the given reaction. (1) Reactant: Cl.C(OC([N:12]1[CH2:16][CH:15]([N:17]2[CH2:22][CH2:21][O:20][CH2:19][CH2:18]2)[CH2:14][N:13]1[C:23](=[O:32])[CH2:24][C:25]1[CH:30]=[CH:29][C:28]([F:31])=[CH:27][CH:26]=1)=O)C1C=CC=CC=1. Product: [F:31][C:28]1[CH:29]=[CH:30][C:25]([CH2:24][C:23]([N:13]2[CH2:14][CH:15]([N:17]3[CH2:22][CH2:21][O:20][CH2:19][CH2:18]3)[CH2:16][NH:12]2)=[O:32])=[CH:26][CH:27]=1. The catalyst class is: 19. (2) Reactant: [N+:1]([C:4]1[C:9]2[O:10][CH2:11][CH:12]=[CH:13][CH2:14][C:8]=2[CH:7]=[CH:6][CH:5]=1)([O-])=O.CO.[H][H]. Product: [O:10]1[CH2:11][CH2:12][CH2:13][CH2:14][C:8]2[CH:7]=[CH:6][CH:5]=[C:4]([NH2:1])[C:9]1=2. The catalyst class is: 45. (3) Reactant: [NH2:1][C@@H:2]([CH2:5][O:6][CH2:7][C:8]1[CH:13]=[CH:12][CH:11]=[CH:10][CH:9]=1)[CH2:3][OH:4].C(N(CC)CC)C.[Cl:21][CH2:22][C:23](Cl)=[O:24]. Product: [CH2:7]([O:6][CH2:5][C@H:2]([NH:1][C:23](=[O:24])[CH2:22][Cl:21])[CH2:3][OH:4])[C:8]1[CH:13]=[CH:12][CH:11]=[CH:10][CH:9]=1. The catalyst class is: 382. (4) The catalyst class is: 75. Product: [F:25][C@H:12]1[C@@H:11]([O:10][C:5]2[CH:4]=[CH:3][C:2]([B:26]3[O:30][C:29]([CH3:32])([CH3:31])[C:28]([CH3:34])([CH3:33])[O:27]3)=[CH:9][C:6]=2[C:7]#[N:8])[CH2:16][CH2:15][N:14]([C:17]([C:19]2[N:20]=[N:21][N:22]([CH3:24])[CH:23]=2)=[O:18])[CH2:13]1. Reactant: Br[C:2]1[CH:3]=[CH:4][C:5]([O:10][C@H:11]2[CH2:16][CH2:15][N:14]([C:17]([C:19]3[N:20]=[N:21][N:22]([CH3:24])[CH:23]=3)=[O:18])[CH2:13][C@H:12]2[F:25])=[C:6]([CH:9]=1)[C:7]#[N:8].[B:26]1([B:26]2[O:30][C:29]([CH3:32])([CH3:31])[C:28]([CH3:34])([CH3:33])[O:27]2)[O:30][C:29]([CH3:32])([CH3:31])[C:28]([CH3:34])([CH3:33])[O:27]1.C([O-])(=O)C.[K+]. (5) The catalyst class is: 39. Product: [F:1][C:2]1[CH:10]=[CH:9][C:5]([C:6]([Cl:11])=[N:7][OH:8])=[CH:4][CH:3]=1. Reactant: [F:1][C:2]1[CH:10]=[CH:9][C:5]([CH:6]=[N:7][OH:8])=[CH:4][CH:3]=1.[Cl:11]N1C(=O)CCC1=O. (6) Reactant: [N+:1]([C:4]1[CH:5]=[N:6][CH:7]=[CH:8][C:9]=1[N:10]1[CH:14]=[CH:13][CH:12]=[N:11]1)([O-])=O. Product: [N:10]1([C:9]2[CH:8]=[CH:7][N:6]=[CH:5][C:4]=2[NH2:1])[CH:14]=[CH:13][CH:12]=[N:11]1. The catalyst class is: 19.